Task: Regression. Given two drug SMILES strings and cell line genomic features, predict the synergy score measuring deviation from expected non-interaction effect.. Dataset: Merck oncology drug combination screen with 23,052 pairs across 39 cell lines (1) Drug 1: CN1C(=O)C=CC2(C)C3CCC4(C)C(NC(=O)OCC(F)(F)F)CCC4C3CCC12. Drug 2: CS(=O)(=O)CCNCc1ccc(-c2ccc3ncnc(Nc4ccc(OCc5cccc(F)c5)c(Cl)c4)c3c2)o1. Cell line: ES2. Synergy scores: synergy=5.11. (2) Drug 1: O=C(NOCC(O)CO)c1ccc(F)c(F)c1Nc1ccc(I)cc1F. Drug 2: CCc1cnn2c(NCc3ccc[n+]([O-])c3)cc(N3CCCCC3CCO)nc12. Cell line: UWB1289. Synergy scores: synergy=4.45. (3) Drug 1: CS(=O)(=O)CCNCc1ccc(-c2ccc3ncnc(Nc4ccc(OCc5cccc(F)c5)c(Cl)c4)c3c2)o1. Drug 2: NC1(c2ccc(-c3nc4ccn5c(=O)[nH]nc5c4cc3-c3ccccc3)cc2)CCC1. Cell line: HCT116. Synergy scores: synergy=25.6. (4) Drug 1: CCc1cnn2c(NCc3ccc[n+]([O-])c3)cc(N3CCCCC3CCO)nc12. Drug 2: Cn1cc(-c2cnn3c(N)c(Br)c(C4CCCNC4)nc23)cn1. Cell line: LNCAP. Synergy scores: synergy=45.4. (5) Drug 1: COc1cc(C2c3cc4c(cc3C(OC3OC5COC(C)OC5C(O)C3O)C3COC(=O)C23)OCO4)cc(OC)c1O. Drug 2: Cn1c(=O)n(-c2ccc(C(C)(C)C#N)cc2)c2c3cc(-c4cnc5ccccc5c4)ccc3ncc21. Cell line: COLO320DM. Synergy scores: synergy=14.5. (6) Drug 1: COc1cccc2c1C(=O)c1c(O)c3c(c(O)c1C2=O)CC(O)(C(=O)CO)CC3OC1CC(N)C(O)C(C)O1. Drug 2: NC(=O)c1cccc2cn(-c3ccc(C4CCCNC4)cc3)nc12. Cell line: HT29. Synergy scores: synergy=-8.01. (7) Drug 1: CCC1=CC2CN(C1)Cc1c([nH]c3ccccc13)C(C(=O)OC)(c1cc3c(cc1OC)N(C)C1C(O)(C(=O)OC)C(OC(C)=O)C4(CC)C=CCN5CCC31C54)C2. Drug 2: CNC(=O)c1cc(Oc2ccc(NC(=O)Nc3ccc(Cl)c(C(F)(F)F)c3)cc2)ccn1. Cell line: LNCAP. Synergy scores: synergy=2.42. (8) Drug 1: CN(C)C(=N)N=C(N)N. Drug 2: Cn1c(=O)n(-c2ccc(C(C)(C)C#N)cc2)c2c3cc(-c4cnc5ccccc5c4)ccc3ncc21. Cell line: NCIH460. Synergy scores: synergy=14.3. (9) Drug 1: Cn1nnc2c(C(N)=O)ncn2c1=O. Drug 2: NC1CCCCC1N.O=C(O)C(=O)O.[Pt+2]. Cell line: EFM192B. Synergy scores: synergy=-10.3. (10) Drug 1: CS(=O)(=O)CCNCc1ccc(-c2ccc3ncnc(Nc4ccc(OCc5cccc(F)c5)c(Cl)c4)c3c2)o1. Drug 2: CCc1cnn2c(NCc3ccc[n+]([O-])c3)cc(N3CCCCC3CCO)nc12. Cell line: HT29. Synergy scores: synergy=8.81.